Dataset: Forward reaction prediction with 1.9M reactions from USPTO patents (1976-2016). Task: Predict the product of the given reaction. (1) Given the reactants [C:1]([N:5]1[C:9](=[O:10])[C:8]([NH:11][CH2:12][C:13]([OH:15])=[O:14])=[C:7]([C:16]2[CH:21]=[CH:20][CH:19]=[CH:18][CH:17]=2)[S:6]1(=[O:23])=[O:22])([CH3:4])([CH3:3])[CH3:2].[CH3:24][O:25][C:26]1[CH:31]=[CH:30][C:29]([CH2:32]O)=[CH:28][CH:27]=1.C(Cl)CCl.C([O-])([O-])=O.[K+].[K+], predict the reaction product. The product is: [C:1]([N:5]1[C:9](=[O:10])[C:8]([NH:11][CH2:12][C:13]([O:15][CH2:32][C:29]2[CH:30]=[CH:31][C:26]([O:25][CH3:24])=[CH:27][CH:28]=2)=[O:14])=[C:7]([C:16]2[CH:21]=[CH:20][CH:19]=[CH:18][CH:17]=2)[S:6]1(=[O:23])=[O:22])([CH3:4])([CH3:2])[CH3:3]. (2) Given the reactants [C:1]12[C:7](=[CH:8][CH:9]=[CH:10][CH:11]=1)[NH:6]C(=O)O[C:2]2=[O:3].[CH3:13][NH2:14], predict the reaction product. The product is: [NH2:6][C:7]1[CH:8]=[CH:9][CH:10]=[CH:11][C:1]=1[C:2]([NH:14][CH3:13])=[O:3]. (3) Given the reactants Br[C:2]1[CH:7]=[C:6]([C:8]([N:10]2[CH2:14][CH2:13][CH:12]([C:15]3[CH:16]=[N:17][CH:18]=[CH:19][CH:20]=3)[CH2:11]2)=[O:9])[CH:5]=[CH:4][C:3]=1[C:21]1[CH:26]=[C:25]([C:27]([F:30])([F:29])[F:28])[CH:24]=[C:23]([C:31]([F:34])([F:33])[F:32])[CH:22]=1.[CH3:35][O:36][C:37]1[CH:38]=[N:39][CH:40]=[C:41](B2OC(C)(C)C(C)(C)O2)[CH:42]=1.C(=O)([O-])[O-].[Na+].[Na+].C1(C)C=CC=CC=1, predict the reaction product. The product is: [CH3:35][O:36][C:37]1[CH:38]=[N:39][CH:40]=[C:41]([C:2]2[CH:7]=[C:6]([C:8]([N:10]3[CH2:14][CH2:13][CH:12]([C:15]4[CH:16]=[N:17][CH:18]=[CH:19][CH:20]=4)[CH2:11]3)=[O:9])[CH:5]=[CH:4][C:3]=2[C:21]2[CH:26]=[C:25]([C:27]([F:30])([F:29])[F:28])[CH:24]=[C:23]([C:31]([F:34])([F:33])[F:32])[CH:22]=2)[CH:42]=1.